Dataset: Forward reaction prediction with 1.9M reactions from USPTO patents (1976-2016). Task: Predict the product of the given reaction. (1) Given the reactants [C:1]1([C:11]([C:14]2[N:15]=[CH:16][N:17](C(C3C=CC=CC=3)(C3C=CC=CC=3)C3C=CC=CC=3)[CH:18]=2)(O)[CH3:12])[C:10]2[C:5](=[CH:6][CH:7]=[CH:8][CH:9]=2)[CH:4]=[CH:3][CH:2]=1.[OH-].[Na+], predict the reaction product. The product is: [C:1]1([C:11]([C:14]2[N:15]=[CH:16][NH:17][CH:18]=2)=[CH2:12])[C:10]2[C:5](=[CH:6][CH:7]=[CH:8][CH:9]=2)[CH:4]=[CH:3][CH:2]=1. (2) Given the reactants [ClH:1].[CH:2]([C:5]1[CH:10]=[CH:9][C:8](NN)=[CH:7][CH:6]=1)([CH3:4])[CH3:3].C(OC(OCC)CCC[N:20]1[C:24](=O)[C:23]2=CC=C[CH:29]=[C:22]2C1=O)C.Cl.C([O-])(O)=O.[Na+].O.[NH2:41]N, predict the reaction product. The product is: [ClH:1].[CH:2]([C:5]1[CH:10]=[C:9]2[C:8](=[CH:7][CH:6]=1)[C:22]([CH2:23][CH2:24][NH2:20])=[CH:29][NH:41]2)([CH3:4])[CH3:3]. (3) The product is: [CH2:6]1[C:2]2([O:24][CH2:23][CH2:22][CH2:21][O:1]2)[CH2:3][C@@H:4]([C:17]([O:19][CH3:20])=[O:18])[N:5]1[C:7]([O:9][CH2:10][C:11]1[CH:12]=[CH:13][CH:14]=[CH:15][CH:16]=1)=[O:8]. Given the reactants [O:1]=[C:2]1[CH2:6][N:5]([C:7]([O:9][CH2:10][C:11]2[CH:16]=[CH:15][CH:14]=[CH:13][CH:12]=2)=[O:8])[C@H:4]([C:17]([O:19][CH3:20])=[O:18])[CH2:3]1.[CH2:21](O)[CH2:22][CH2:23][OH:24].C[C@H]1C[C@H](C)OC2(CN(C(=O)[C@H](C(C)C)NC(OC)=O)[C@H](C(OC)=O)C2)O1, predict the reaction product. (4) Given the reactants [Cl:1][C:2]1[N:7]=[C:6]2[NH:8][N:9]=[C:10]([C:11]([O:13][CH3:14])=[O:12])[C:5]2=[CH:4][CH:3]=1.[Br:15][C:16]1[CH:17]=[C:18](B(O)O)[CH:19]=[CH:20][CH:21]=1, predict the reaction product. The product is: [Br:15][C:16]1[CH:21]=[C:20]([N:8]2[C:6]3=[N:7][C:2]([Cl:1])=[CH:3][CH:4]=[C:5]3[C:10]([C:11]([O:13][CH3:14])=[O:12])=[N:9]2)[CH:19]=[CH:18][CH:17]=1.